Task: Regression. Given two drug SMILES strings and cell line genomic features, predict the synergy score measuring deviation from expected non-interaction effect.. Dataset: NCI-60 drug combinations with 297,098 pairs across 59 cell lines Drug 1: C1CN1C2=NC(=NC(=N2)N3CC3)N4CC4. Drug 2: C(CCl)NC(=O)N(CCCl)N=O. Cell line: 786-0. Synergy scores: CSS=31.8, Synergy_ZIP=-6.78, Synergy_Bliss=-5.25, Synergy_Loewe=-13.7, Synergy_HSA=-1.99.